This data is from Catalyst prediction with 721,799 reactions and 888 catalyst types from USPTO. The task is: Predict which catalyst facilitates the given reaction. (1) Reactant: [C:1]1([CH2:7][C:8]([O:10][CH2:11][CH3:12])=[O:9])[CH:6]=[CH:5][CH:4]=[CH:3][CH:2]=1.[Li+].C[Si]([N-][Si](C)(C)C)(C)C.[F:23][C:24]1[CH:32]=[C:31]([CH3:33])[CH:30]=[CH:29][C:25]=1[C:26](Cl)=[O:27]. Product: [F:23][C:24]1[CH:32]=[C:31]([CH3:33])[CH:30]=[CH:29][C:25]=1[C:26](=[O:27])[CH:7]([C:1]1[CH:6]=[CH:5][CH:4]=[CH:3][CH:2]=1)[C:8]([O:10][CH2:11][CH3:12])=[O:9]. The catalyst class is: 1. (2) Product: [CH:12]([C@@H:13]1[CH2:17][CH2:16][CH2:15][N:14]1[C:18]([O:20][C:21]([CH3:24])([CH3:23])[CH3:22])=[O:19])=[O:11]. Reactant: C(Cl)(=O)C(Cl)=O.CS(C)=O.[OH:11][CH2:12][C@@H:13]1[CH2:17][CH2:16][CH2:15][N:14]1[C:18]([O:20][C:21]([CH3:24])([CH3:23])[CH3:22])=[O:19].C(N(CC)CC)C.C(O)(=O)CC(CC(O)=O)(C(O)=O)O. The catalyst class is: 363. (3) Reactant: [Cl:1][C:2]1[CH:7]=[C:6]([CH2:8][CH2:9][CH2:10][OH:11])[C:5]([C:12]#[N:13])=[CH:4][C:3]=1[NH:14][C:15]1[N:20]=[C:19]([N:21]([CH:31]2[CH2:33][CH2:32]2)CC2C=CC(OC)=CC=2)[C:18]2=[N:34][CH:35]=[C:36]([C:37]#[N:38])[N:17]2[N:16]=1.C1(OC)C=CC=CC=1.C(O)(C(F)(F)F)=O. Product: [Cl:1][C:2]1[CH:7]=[C:6]([CH2:8][CH2:9][CH2:10][OH:11])[C:5]([C:12]#[N:13])=[CH:4][C:3]=1[NH:14][C:15]1[N:20]=[C:19]([NH:21][CH:31]2[CH2:33][CH2:32]2)[C:18]2=[N:34][CH:35]=[C:36]([C:37]#[N:38])[N:17]2[N:16]=1. The catalyst class is: 26. (4) Reactant: [CH3:1][C:2]([CH2:9][CH2:10][CH2:11][CH:12]([CH3:19])[CH2:13][CH2:14][CH2:15][CH:16]([CH3:18])[CH3:17])=[C:3]=[CH:4][CH2:5][C:6](=[O:8])[CH3:7]. Product: [CH3:1][CH:2]([CH2:9][CH2:10][CH2:11][CH:12]([CH3:19])[CH2:13][CH2:14][CH2:15][CH:16]([CH3:18])[CH3:17])[CH2:3][CH2:4][CH2:5][C:6](=[O:8])[CH3:7]. The catalyst class is: 45. (5) Reactant: Br[C:2]1[CH:3]=[C:4]([CH:20]=[CH:21][CH:22]=1)[CH2:5][N:6]1[C:15]2[C:10](=[CH:11][CH:12]=[C:13]([C:16]([F:19])([F:18])[F:17])[CH:14]=2)[CH2:9][CH2:8][CH2:7]1.[OH:23][CH2:24][C:25]1[CH:30]=[CH:29][C:28](B(O)O)=[CH:27][CH:26]=1.C([O-])([O-])=O.[Na+].[Na+]. Product: [F:17][C:16]([F:19])([F:18])[C:13]1[CH:14]=[C:15]2[C:10]([CH2:9][CH2:8][CH2:7][N:6]2[CH2:5][C:4]2[CH:3]=[C:2]([C:28]3[CH:29]=[CH:30][C:25]([CH2:24][OH:23])=[CH:26][CH:27]=3)[CH:22]=[CH:21][CH:20]=2)=[CH:11][CH:12]=1. The catalyst class is: 234. (6) Reactant: [CH2:1]([O:3][C:4](=[O:17])/[CH:5]=[C:6](\[NH:13][C:14](=[O:16])[CH3:15])/[CH2:7][C@H:8]([CH3:12])/[CH:9]=[CH:10]/[CH3:11])[CH3:2].F[B-](F)(F)F.[H][H]. Product: [CH2:1]([O:3][C:4](=[O:17])[CH2:5][C@@H:6]([NH:13][C:14](=[O:16])[CH3:15])[CH2:7][C@H:8]([CH3:12])[CH2:9][CH2:10][CH3:11])[CH3:2]. The catalyst class is: 5. (7) Reactant: [Br:1][C:2]1[C:3]([F:12])=[C:4]2[C:10]([NH2:11])=[CH:9][NH:8][C:5]2=[N:6][CH:7]=1.[CH3:13][N:14]1[C:19](=[O:20])[CH:18]=[CH:17][C:16]([C:21](O)=[O:22])=[CH:15]1.C1N(P(Cl)(N2C(=O)OCC2)=O)C(=O)OC1.[Li+].[OH-]. Product: [Br:1][C:2]1[C:3]([F:12])=[C:4]2[C:10]([NH:11][C:21]([C:16]3[CH:17]=[CH:18][C:19](=[O:20])[N:14]([CH3:13])[CH:15]=3)=[O:22])=[CH:9][NH:8][C:5]2=[N:6][CH:7]=1. The catalyst class is: 34. (8) Reactant: [OH:1][CH:2]([C:6]1[CH:7]=[C:8]2[C:25](=[CH:26][CH:27]=1)[C:12]1=[N:13][O:14][C:15]([C:16]3[CH:21]=[CH:20][C:19]([CH2:22][CH2:23][CH3:24])=[CH:18][CH:17]=3)=[C:11]1[CH2:10][CH2:9]2)[C:3](O)=[O:4].CN1CCOCC1.[NH2:35][CH2:36][C:37]#[N:38].F[P-](F)(F)(F)(F)F.N1(O[P+](N(C)C)(N(C)C)N(C)C)C2C=CC=CC=2N=N1. Product: [C:36]([CH2:37][NH:38][C:3](=[O:4])[CH:2]([OH:1])[C:6]1[CH:7]=[C:8]2[C:25](=[CH:26][CH:27]=1)[C:12]1=[N:13][O:14][C:15]([C:16]3[CH:17]=[CH:18][C:19]([CH2:22][CH2:23][CH3:24])=[CH:20][CH:21]=3)=[C:11]1[CH2:10][CH2:9]2)#[N:35]. The catalyst class is: 3. (9) Reactant: C[O:2][C:3]1[C:4]([CH3:31])=[C:5]([C:22]([O:29]C)=[C:23]([O:27][CH3:28])[C:24]=1[O:25][CH3:26])[CH2:6][C:7]1[CH:8]=[CH:9][C:10]([C:16]2[CH:21]=[CH:20][CH:19]=[CH:18][CH:17]=2)=[C:11]([CH:15]=1)[C:12]([OH:14])=[O:13].O=[N+]([O-])[O-].[O-][N+](=O)[O-].[O-][N+](=O)[O-].[O-][N+](=O)[O-].[O-][N+](=O)[O-].[O-][N+](=O)[O-].[Ce+4].[NH4+].[NH4+]. Product: [CH3:26][O:25][C:24]1[C:3](=[O:2])[C:4]([CH3:31])=[C:5]([CH2:6][C:7]2[CH:8]=[CH:9][C:10]([C:16]3[CH:17]=[CH:18][CH:19]=[CH:20][CH:21]=3)=[C:11]([CH:15]=2)[C:12]([OH:14])=[O:13])[C:22](=[O:29])[C:23]=1[O:27][CH3:28]. The catalyst class is: 47. (10) Reactant: Br[C:2]1[C:7]([C:8]([O:10][CH3:11])=[O:9])=[C:6]([N+:12]([O-:14])=[O:13])[C:5]([N+:15]([O-:17])=[O:16])=[CH:4][CH:3]=1.[CH2:18]([Sn](CCCC)(CCCC)C=C)[CH2:19]CC. Product: [CH:18]([C:2]1[C:7]([C:8]([O:10][CH3:11])=[O:9])=[C:6]([N+:12]([O-:14])=[O:13])[C:5]([N+:15]([O-:17])=[O:16])=[CH:4][CH:3]=1)=[CH2:19]. The catalyst class is: 77.